Predict the reaction yield, written as a fraction of the theoretical maximum amount of product (1.0 means a 100% yield; for example, 0.34 means a 34% yield). From a dataset of Reaction yield outcomes from USPTO patents with 853,638 reactions. (1) The reactants are [F:1][C:2]1[CH:3]=[CH:4][C:5]2[N:6]([C:8]([Sn](CCCC)(CCCC)CCCC)=[C:9]([C:11]([F:14])([F:13])[F:12])[N:10]=2)[CH:7]=1.[Cl:28][C:29]1[CH:34]=[C:33](Cl)[N:32]=[C:31]([S:36][CH3:37])[N:30]=1. The catalyst is O1CCOCC1.C1([C-]2C(C3C=CC=CC=3)=C(C3C=CC=CC=3)C(C3C=CC=CC=3)=C2C2C=CC=CC=2)C=CC=CC=1.C(P(C(C)(C)C)[C-]1C=CC=C1)(C)(C)C.[Fe+2].CC#N.CC#N.Cl[Pd]Cl. The product is [Cl:28][C:29]1[N:30]=[C:31]([S:36][CH3:37])[N:32]=[C:33]([C:8]2[N:6]3[CH:7]=[C:2]([F:1])[CH:3]=[CH:4][C:5]3=[N:10][C:9]=2[C:11]([F:12])([F:13])[F:14])[CH:34]=1. The yield is 0.580. (2) The reactants are [CH3:1][O:2][C:3]1[CH:4]=[C:5]2[C:10](=[CH:11][C:12]=1[O:13][CH3:14])[N:9]=[CH:8][CH:7]=[C:6]2[O:15][C:16]1[C:22]([CH3:23])=[CH:21][C:19]([NH2:20])=[C:18]([CH3:24])[CH:17]=1.[C:25]1(C)C=CC=CC=1.C(N([CH2:37][CH3:38])CC)C.ClC(Cl)(O[C:43](=[O:49])[O:44][C:45](Cl)(Cl)Cl)Cl.COC1C=[C:55]([CH:58]=[C:59]([O:61][CH3:62])C=1)[CH2:56][OH:57]. The catalyst is C(Cl)Cl. The product is [CH3:1][O:2][C:3]1[CH:4]=[C:5]2[C:10](=[CH:11][C:12]=1[O:13][CH3:14])[N:9]=[CH:8][CH:7]=[C:6]2[O:15][C:16]1[C:22]([CH3:23])=[CH:21][C:19]([NH:20][C:43](=[O:49])[O:44][CH2:45][C:38]2[CH:37]=[C:59]([O:61][CH3:62])[CH:58]=[CH:55][C:56]=2[O:57][CH3:25])=[C:18]([CH3:24])[CH:17]=1. The yield is 0.600.